This data is from Forward reaction prediction with 1.9M reactions from USPTO patents (1976-2016). The task is: Predict the product of the given reaction. (1) Given the reactants [C:1](/[N:3]=[C:4](\[O:11]C)/[C:5]1[CH:10]=[CH:9][CH:8]=[CH:7][CH:6]=1)#[N:2].Cl.NO.C([N:18](CC)CC)C, predict the reaction product. The product is: [C:5]1([C:4]2[O:11][N:2]=[C:1]([NH2:18])[N:3]=2)[CH:10]=[CH:9][CH:8]=[CH:7][CH:6]=1. (2) Given the reactants Cl[C:2]1[N:12]=[CH:11][CH:10]=[CH:9][C:3]=1[C:4]([O:6][CH2:7][CH3:8])=[O:5].C([Sn](CCCC)(CCCC)[C:18]1[O:19][C:20]2[CH:26]=[CH:25][CH:24]=[CH:23][C:21]=2[N:22]=1)CCC.O.CCOC(C)=O, predict the reaction product. The product is: [O:19]1[C:20]2[CH:26]=[CH:25][CH:24]=[CH:23][C:21]=2[N:22]=[C:18]1[C:2]1[N:12]=[CH:11][CH:10]=[CH:9][C:3]=1[C:4]([O:6][CH2:7][CH3:8])=[O:5]. (3) The product is: [Cl:29][C:26]1[N:25]=[CH:24][C:23]2[C:22]([C:30]([O:32][CH3:33])=[O:31])=[N:21][N:20]([C:16]3[CH:17]=[CH:18][CH:19]=[C:14]([C:2]#[C:1][C:3]4([OH:12])[C:7]5=[N:8][CH:9]=[CH:10][CH:11]=[C:6]5[CH2:5][CH2:4]4)[CH:15]=3)[C:28]=2[CH:27]=1. Given the reactants [C:1]([C:3]1([OH:12])[C:7]2=[N:8][CH:9]=[CH:10][CH:11]=[C:6]2[CH2:5][CH2:4]1)#[CH:2].Br[C:14]1[CH:15]=[C:16]([N:20]2[C:28]3[CH:27]=[C:26]([Cl:29])[N:25]=[CH:24][C:23]=3[C:22]([C:30]([O:32][CH3:33])=[O:31])=[N:21]2)[CH:17]=[CH:18][CH:19]=1, predict the reaction product. (4) Given the reactants [NH:1]([C:8]1[C:13]([Br:14])=[CH:12][N:11]=[C:10]([NH:15][C:16]2[CH:21]=[CH:20][C:19]([CH2:22][CH2:23]O)=[CH:18][CH:17]=2)[N:9]=1)[C:2]1[CH:7]=[CH:6][CH:5]=[CH:4][CH:3]=1.[NH:25]1[CH2:29][CH2:28][CH2:27][CH2:26]1, predict the reaction product. The product is: [NH:1]([C:8]1[C:13]([Br:14])=[CH:12][N:11]=[C:10]([NH:15][C:16]2[CH:21]=[CH:20][C:19]([CH2:22][CH2:23][N:25]3[CH2:29][CH2:28][CH2:27][CH2:26]3)=[CH:18][CH:17]=2)[N:9]=1)[C:2]1[CH:7]=[CH:6][CH:5]=[CH:4][CH:3]=1. (5) Given the reactants [C:1]1([CH2:7][CH2:8][CH2:9][O:10][CH2:11][C@@H:12]2[CH2:16][CH2:15][N:14](C(OC(C)(C)C)=O)[CH2:13]2)[CH:6]=[CH:5][CH:4]=[CH:3][CH:2]=1.C(O)(C(F)(F)F)=O.O, predict the reaction product. The product is: [C:1]1([CH2:7][CH2:8][CH2:9][O:10][CH2:11][C@@H:12]2[CH2:16][CH2:15][NH:14][CH2:13]2)[CH:2]=[CH:3][CH:4]=[CH:5][CH:6]=1. (6) Given the reactants [OH-].[Na+].[OH:3][C:4]1[CH:14]=[CH:13][C:7]([CH:8]=[CH:9][C:10]([OH:12])=[O:11])=[CH:6][CH:5]=1.Br[CH2:16][CH2:17][CH2:18][CH2:19][CH2:20][CH2:21][OH:22].Cl, predict the reaction product. The product is: [OH:22][CH2:21][CH2:20][CH2:19][CH2:18][CH2:17][CH2:16][O:3][C:4]1[CH:5]=[CH:6][C:7]([CH:8]=[CH:9][C:10]([OH:12])=[O:11])=[CH:13][CH:14]=1. (7) The product is: [N:35]1([O:19][C:18]([C:13]2([NH:12][S:9]([C:6]3[CH:7]=[CH:8][C:3]([O:2][CH3:1])=[CH:4][CH:5]=3)(=[O:11])=[O:10])[CH2:17][CH2:16][CH2:15][CH2:14]2)=[O:20])[C:39]2[CH:40]=[CH:41][CH:42]=[CH:43][C:38]=2[N:37]=[N:36]1. Given the reactants [CH3:1][O:2][C:3]1[CH:8]=[CH:7][C:6]([S:9]([NH:12][C:13]2([C:18]([OH:20])=[O:19])[CH2:17][CH2:16][CH2:15][CH2:14]2)(=[O:11])=[O:10])=[CH:5][CH:4]=1.C(N(CC)CC)C.F[P-](F)(F)(F)(F)F.[N:35]1(O[P+](N(C)C)(N(C)C)N(C)C)[C:39]2[CH:40]=[CH:41][CH:42]=[CH:43][C:38]=2[N:37]=[N:36]1, predict the reaction product.